Dataset: HIV replication inhibition screening data with 41,000+ compounds from the AIDS Antiviral Screen. Task: Binary Classification. Given a drug SMILES string, predict its activity (active/inactive) in a high-throughput screening assay against a specified biological target. (1) The molecule is Nc1cc2c3c(c1)Oc1cc(N)cc4c1C3c1c(cc(N)cc1O4)O2. The result is 1 (active). (2) The molecule is CCOC(=O)C(C#N)=CC=C1C=CNC2=NCCN12. The result is 0 (inactive). (3) The drug is Cc1cccc(NP2(Nc3cccc(C)c3)=NP(Nc3cccc(C)c3)(Nc3cccc(C)c3)=NP(Nc3cccc(C)c3)(Nc3cccc(C)c3)=NP(Nc3cccc(C)c3)(Nc3cccc(C)c3)=N2)c1. The result is 0 (inactive). (4) The compound is CNC.Cn1c(=S)[nH]n(CCOc2ccccc2)c1=S. The result is 0 (inactive). (5) The compound is COc1ccc(Oc2c(OC)cc(NCCCCCN3C(=O)c4ccccc4C3=O)c3ncccc23)cc1. The result is 0 (inactive). (6) The molecule is COc1cccc(NC(=O)CC(=O)NN2C(=O)C(=Cc3ccc(N(CCC#N)CCC#N)cc3)N=C2c2cc([N+](=O)[O-])ccc2Cl)c1. The result is 0 (inactive).